From a dataset of Reaction yield outcomes from USPTO patents with 853,638 reactions. Predict the reaction yield, written as a fraction of the theoretical maximum amount of product (1.0 means a 100% yield; for example, 0.34 means a 34% yield). (1) The reactants are [S:1]1[CH:5]=[CH:4][CH:3]=[C:2]1[C:6](=O)[CH3:7].Cl.[O:10]=[C:11]1[NH:15][CH2:14][CH2:13][N:12]1[CH2:16][CH2:17][NH:18][C:19]([NH2:21])=[NH:20].[C:22](=O)([O-])[O-].[Cs+].[Cs+]. The catalyst is CN(C(OC)OC)C.CN1C(=O)CCC1. The product is [S:1]1[CH:5]=[CH:4][CH:3]=[C:2]1[C:6]1[CH:7]=[CH:22][N:21]=[C:19]([NH:18][CH2:17][CH2:16][N:12]2[CH2:13][CH2:14][NH:15][C:11]2=[O:10])[N:20]=1. The yield is 0.610. (2) The reactants are C(OC([N:8]1[CH2:17][CH2:16][C:15]2[C:10](=[CH:11][CH:12]=[C:13]([O:18][C:19]3[CH:24]=[CH:23][C:22]([C:25](=[O:27])[NH2:26])=[CH:21][CH:20]=3)[CH:14]=2)[CH2:9]1)=O)(C)(C)C.C(O)(C(F)(F)F)=O.C([O-])([O-])=O.[K+].[K+]. The catalyst is C(Cl)Cl. The product is [CH2:9]1[C:10]2[C:15](=[CH:14][C:13]([O:18][C:19]3[CH:24]=[CH:23][C:22]([C:25]([NH2:26])=[O:27])=[CH:21][CH:20]=3)=[CH:12][CH:11]=2)[CH2:16][CH2:17][NH:8]1. The yield is 0.710. (3) The yield is 0.360. The product is [Br:1][C:2]1[C:3](=[O:9])[N:4]([CH2:11][CH3:12])[C:5]([Cl:8])=[N:6][CH:7]=1. No catalyst specified. The reactants are [Br:1][C:2]1[C:3](=[O:9])[NH:4][C:5]([Cl:8])=[N:6][CH:7]=1.I[CH2:11][CH3:12]. (4) The reactants are [Cl:1][C:2]1[CH:10]=[CH:9][C:5]([C:6]([OH:8])=O)=[C:4]([N+:11]([O-:13])=[O:12])[CH:3]=1.C(Cl)(=O)C(Cl)=O.N1C=CC=CC=1.[NH2:26][C:27]1[CH:32]=[CH:31][C:30]([Cl:33])=[CH:29][N:28]=1. The catalyst is ClCCl.CN(C=O)C. The product is [Cl:1][C:2]1[CH:10]=[CH:9][C:5]([C:6]([NH:26][C:27]2[CH:32]=[CH:31][C:30]([Cl:33])=[CH:29][N:28]=2)=[O:8])=[C:4]([N+:11]([O-:13])=[O:12])[CH:3]=1. The yield is 0.740. (5) The reactants are [CH:1]1([CH:7]([C:9]2[CH:13]=[C:12]([CH3:14])[S:11][C:10]=2[CH3:15])O)[CH2:6][CH2:5][CH2:4][CH2:3][CH2:2]1.S(Cl)([Cl:18])=O.C(=O)([O-])O.[Na+]. The catalyst is C1(C)C=CC=CC=1. The product is [Cl:18][CH:7]([CH:1]1[CH2:6][CH2:5][CH2:4][CH2:3][CH2:2]1)[C:9]1[CH:13]=[C:12]([CH3:14])[S:11][C:10]=1[CH3:15]. The yield is 0.940. (6) The reactants are [F:1][C:2]1[CH:7]=[CH:6][C:5]([C:8]2[N:9]=[CH:10][N:11]([CH:26]3[CH2:31][CH2:30][O:29][CH2:28][CH2:27]3)[C:12]=2[C:13]2[CH:14]=[CH:15][C:16]3[N:17]([CH:19]=[C:20]([NH:22]C(=O)C)[N:21]=3)[N:18]=2)=[CH:4][CH:3]=1.Cl.O1CCOCC1. The catalyst is CO. The product is [F:1][C:2]1[CH:7]=[CH:6][C:5]([C:8]2[N:9]=[CH:10][N:11]([CH:26]3[CH2:31][CH2:30][O:29][CH2:28][CH2:27]3)[C:12]=2[C:13]2[CH:14]=[CH:15][C:16]3[N:17]([CH:19]=[C:20]([NH2:22])[N:21]=3)[N:18]=2)=[CH:4][CH:3]=1. The yield is 0.720. (7) The reactants are [F:1][C:2]1[CH:7]=[CH:6][CH:5]=[C:4]([NH:8][C:9]2[CH:14]=[CH:13][CH:12]=[CH:11][CH:10]=2)[C:3]=1[NH2:15].[C:16](C1NC=CN=1)(C1NC=CN=1)=[O:17]. The catalyst is O1CCCC1.CN(C)C1C=CN=CC=1.C(OCC)(=O)C. The product is [F:1][C:2]1[C:3]2[NH:15][C:16](=[O:17])[N:8]([C:9]3[CH:14]=[CH:13][CH:12]=[CH:11][CH:10]=3)[C:4]=2[CH:5]=[CH:6][CH:7]=1. The yield is 0.420.